From a dataset of Reaction yield outcomes from USPTO patents with 853,638 reactions. Predict the reaction yield, written as a fraction of the theoretical maximum amount of product (1.0 means a 100% yield; for example, 0.34 means a 34% yield). (1) The reactants are I[C:2]1[CH:7]=[C:6]([S:8]([C:11]2[CH:16]=[CH:15][C:14]([CH3:17])=[CH:13][CH:12]=2)(=[O:10])=[O:9])[C:5]([CH:18]([CH3:20])[CH3:19])=[CH:4][C:3]=1[O:21][CH3:22].[F-].[K+].[F:25][C:26](I)([F:28])[F:27].O. The catalyst is CN(C=O)C.[Cu]I. The product is [CH:18]([C:5]1[CH:4]=[C:3]([O:21][CH3:22])[C:2]([C:26]([F:28])([F:27])[F:25])=[CH:7][C:6]=1[S:8]([C:11]1[CH:16]=[CH:15][C:14]([CH3:17])=[CH:13][CH:12]=1)(=[O:10])=[O:9])([CH3:20])[CH3:19]. The yield is 1.00. (2) The reactants are [NH2:1][CH2:2][C@H:3]([NH:8][C:9]([O:11][C:12]([CH3:15])([CH3:14])[CH3:13])=[O:10])[C:4]([O:6][CH3:7])=[O:5].CCN(C(C)C)C(C)C.[N+:25]([C:28]1[CH:33]=[CH:32][CH:31]=[CH:30][C:29]=1[S:34](Cl)(=[O:36])=[O:35])([O-:27])=[O:26]. The catalyst is C(Cl)Cl. The product is [C:12]([O:11][C:9]([NH:8][C@@H:3]([CH2:2][NH:1][S:34]([C:29]1[CH:30]=[CH:31][CH:32]=[CH:33][C:28]=1[N+:25]([O-:27])=[O:26])(=[O:35])=[O:36])[C:4]([O:6][CH3:7])=[O:5])=[O:10])([CH3:15])([CH3:14])[CH3:13]. The yield is 0.980. (3) The reactants are [Br:1][C:2]1[CH:3]=[N+:4]([O-])[CH:5]=[CH:6][C:7]=1[O:8][CH2:9][CH:10]1[CH2:12][CH2:11]1.[Si]([C:18]#[N:19])(C)(C)C.CN(C)C(Cl)=O. The catalyst is C(Cl)Cl. The product is [Br:1][C:2]1[C:7]([O:8][CH2:9][CH:10]2[CH2:12][CH2:11]2)=[CH:6][C:5]([C:18]#[N:19])=[N:4][CH:3]=1. The yield is 0.360. (4) The reactants are [I:1]N1C(=O)CCC1=O.[CH2:9]([O:13][C:14]1[C:19]([C:20]([OH:22])=[O:21])=[CH:18][CH:17]=[CH:16][N:15]=1)[CH2:10][CH2:11][CH3:12]. The catalyst is FC(F)(F)C(O)=O.FC(F)(F)C(OC(=O)C(F)(F)F)=O. The product is [CH2:9]([O:13][C:14]1[C:19]([C:20]([OH:22])=[O:21])=[CH:18][C:17]([I:1])=[CH:16][N:15]=1)[CH2:10][CH2:11][CH3:12]. The yield is 0.680. (5) The product is [ClH:32].[CH3:1][C:2]1([CH3:31])[C:8](=[O:9])[NH:7][C:6]2[N:10]=[CH:11][C:12](/[CH:14]=[CH:15]/[C:16]([N:18]([CH3:30])[CH2:19][C:20]3[O:21][C:22]4[CH:29]=[CH:28][CH:27]=[CH:26][C:23]=4[C:24]=3[CH3:25])=[O:17])=[CH:13][C:5]=2[CH2:4][NH:3]1. The catalyst is C(Cl)Cl.CCOCC. The reactants are [CH3:1][C:2]1([CH3:31])[C:8](=[O:9])[NH:7][C:6]2[N:10]=[CH:11][C:12](/[CH:14]=[CH:15]/[C:16]([N:18]([CH3:30])[CH2:19][C:20]3[O:21][C:22]4[CH:29]=[CH:28][CH:27]=[CH:26][C:23]=4[C:24]=3[CH3:25])=[O:17])=[CH:13][C:5]=2[CH2:4][NH:3]1.[ClH:32]. The yield is 0.970.